This data is from Forward reaction prediction with 1.9M reactions from USPTO patents (1976-2016). The task is: Predict the product of the given reaction. (1) Given the reactants [NH2:1][NH2:2].C([O:5][C:6]([CH:8]([CH:13]1[CH2:18][CH2:17][N:16]([C:19]([O:21][CH2:22][C:23]2[CH:28]=[CH:27][CH:26]=[CH:25][CH:24]=2)=[O:20])[CH2:15][CH2:14]1)[CH2:9][C:10](=O)[CH3:11])=O)C, predict the reaction product. The product is: [CH3:11][C:10]1[CH2:9][CH:8]([CH:13]2[CH2:18][CH2:17][N:16]([C:19]([O:21][CH2:22][C:23]3[CH:28]=[CH:27][CH:26]=[CH:25][CH:24]=3)=[O:20])[CH2:15][CH2:14]2)[C:6](=[O:5])[NH:1][N:2]=1. (2) Given the reactants [Cl:1][C:2]1[CH:3]=[C:4]2[C:8](=[C:9]([NH2:11])[CH:10]=1)[NH:7][C:6]([C:12]1[CH:17]=[CH:16][CH:15]=[CH:14][CH:13]=1)=[CH:5]2.Br[C:19]1[CH:24]=[CH:23][CH:22]=[CH:21][N:20]=1.CC1(C)C2C(=C(P(C3C=CC=CC=3)C3C=CC=CC=3)C=CC=2)OC2C(P(C3C=CC=CC=3)C3C=CC=CC=3)=CC=CC1=2.C([O-])([O-])=O.[Na+].[Na+], predict the reaction product. The product is: [Cl:1][C:2]1[CH:3]=[C:4]2[C:8](=[C:9]([NH:11][C:19]3[CH:24]=[CH:23][CH:22]=[CH:21][N:20]=3)[CH:10]=1)[NH:7][C:6]([C:12]1[CH:17]=[CH:16][CH:15]=[CH:14][CH:13]=1)=[CH:5]2.